Dataset: Full USPTO retrosynthesis dataset with 1.9M reactions from patents (1976-2016). Task: Predict the reactants needed to synthesize the given product. (1) Given the product [C:1]1([C@@H:7]([N:9]2[C:10]3[C:15](=[N:44][CH:43]=[C:12]([C:19]4[CH:28]=[CH:27][CH:26]=[C:25]5[C:20]=4[CH:21]=[CH:22][CH:23]=[N:24]5)[CH:11]=3)[NH:16][C:61]2=[O:62])[CH3:8])[CH:2]=[CH:3][CH:4]=[CH:5][CH:6]=1, predict the reactants needed to synthesize it. The reactants are: [C:1]1([C@@H:7]([NH:9][C:10]2[C:15]([N+:16]([O-])=O)=CN=[C:12]([C:19]3[CH:28]=[CH:27][CH:26]=[C:25]4[C:20]=3[CH:21]=[CH:22][CH:23]=[N:24]4)[CH:11]=2)[CH3:8])[CH:6]=[CH:5][CH:4]=[CH:3][CH:2]=1.C1([C@@H](NC2[C:43]([N+:44]([O-])=O)=CN=C(Br)C=2)C)C=CC=CC=1.N1C2C=CC=C(B(O)O)C=2C=CC=1.[C:61](=O)([O-])[O-:62].[K+].[K+]. (2) The reactants are: [Li]CCCC.[C:6]([OH:10])(=[O:9])[C:7]#[CH:8].[CH3:11][O:12][C:13]1[C:20]([O:21][CH3:22])=[C:19]([O:23][CH3:24])[CH:18]=[CH:17][C:14]=1[CH:15]=[O:16]. Given the product [CH3:11][O:12][C:13]1[C:20]([O:21][CH3:22])=[C:19]([O:23][CH3:24])[CH:18]=[CH:17][C:14]=1[CH:15]([OH:16])[C:8]#[C:7][C:6]([OH:10])=[O:9], predict the reactants needed to synthesize it. (3) Given the product [OH:1][C:2]1[CH:3]=[CH:4][C:5]([I:13])=[C:6]2[C:11]=1[N:10]=[CH:9][CH:8]=[CH:7]2, predict the reactants needed to synthesize it. The reactants are: [OH:1][C:2]1[CH:3]=[CH:4][CH:5]=[C:6]2[C:11]=1[N:10]=[CH:9][CH:8]=[CH:7]2.[Na+].[I-:13].[OH-].[Na+].N#N.[O-]Cl.[Na+].Cl. (4) Given the product [F:22][C:23]1[CH:45]=[CH:44][C:26]([CH2:27][NH:28][C:29]([C:31]2[S:35][C:34]([C:36]3[CH:41]=[N:40][CH:39]=[C:38]([N:12]([CH3:11])[CH2:13][CH2:14][CH2:15][C:16]4[CH:21]=[CH:20][CH:19]=[CH:18][CH:17]=4)[N:37]=3)=[N:33][C:32]=2[CH3:43])=[O:30])=[CH:25][CH:24]=1, predict the reactants needed to synthesize it. The reactants are: FC1C=CC(CNC)=CC=1.[CH3:11][NH:12][CH2:13][CH2:14][CH2:15][C:16]1[CH:21]=[CH:20][CH:19]=[CH:18][CH:17]=1.[F:22][C:23]1[CH:45]=[CH:44][C:26]([CH2:27][NH:28][C:29]([C:31]2[S:35][C:34]([C:36]3[CH:41]=[N:40][CH:39]=[C:38](I)[N:37]=3)=[N:33][C:32]=2[CH3:43])=[O:30])=[CH:25][CH:24]=1. (5) Given the product [NH2:18][C:11]1[C:10]([NH:9][C:4]2[CH:3]=[C:2]([CH3:1])[CH:7]=[C:6]([CH3:8])[CH:5]=2)=[CH:17][CH:16]=[CH:15][C:12]=1[C:13]#[N:14], predict the reactants needed to synthesize it. The reactants are: [CH3:1][C:2]1[CH:3]=[C:4]([NH:9][C:10]2[C:11]([N+:18]([O-])=O)=[C:12]([CH:15]=[CH:16][CH:17]=2)[C:13]#[N:14])[CH:5]=[C:6]([CH3:8])[CH:7]=1.[O-]S(S([O-])=O)=O.[Na+].[Na+]. (6) Given the product [CH:6]12[CH2:7][CH:3]([N:4]([C:10]([O:12][C:13]([CH3:16])([CH3:15])[CH3:14])=[O:11])[CH2:5]1)[CH2:2][NH:19][CH2:8]2, predict the reactants needed to synthesize it. The reactants are: O[CH2:2][CH:3]1[CH2:7][CH:6]([CH2:8]O)[CH2:5][N:4]1[C:10]([O:12][C:13]([CH3:16])([CH3:15])[CH3:14])=[O:11].C([N:19](CC)CC)C.CS(Cl)(=O)=O.[Cl-].[NH4+]. (7) Given the product [CH2:1]([O:3][C:4](=[O:12])[C:5]1[CH:10]=[CH:9][CH:8]=[N:7][C:6]=1[O:14][CH3:13])[CH3:2], predict the reactants needed to synthesize it. The reactants are: [CH2:1]([O:3][C:4](=[O:12])[C:5]1[CH:10]=[CH:9][CH:8]=[N:7][C:6]=1Cl)[CH3:2].[CH3:13][O-:14].[Na+]. (8) Given the product [O:24]1[CH2:28][CH2:27][CH:26]([CH2:29][NH:30][C:14]([C:11]2[CH:10]=[C:9]([CH2:8][O:7][CH2:6][C:5]3[C:4]([F:21])=[C:3]([F:22])[C:2]([CH3:1])=[C:18]([F:19])[C:17]=3[F:20])[O:13][N:12]=2)=[O:16])[CH2:25]1, predict the reactants needed to synthesize it. The reactants are: [CH3:1][C:2]1[C:18]([F:19])=[C:17]([F:20])[C:5]([CH2:6][O:7][CH2:8][C:9]2[O:13][N:12]=[C:11]([C:14]([OH:16])=O)[CH:10]=2)=[C:4]([F:21])[C:3]=1[F:22].Cl.[O:24]1[CH2:28][CH2:27][CH:26]([CH2:29][NH2:30])[CH2:25]1.C(N(CC)CC)C.ON1C2C=CC=CC=2N=N1.Cl.C(N=C=NCCCN(C)C)C.